From a dataset of Catalyst prediction with 721,799 reactions and 888 catalyst types from USPTO. Predict which catalyst facilitates the given reaction. (1) Reactant: [NH2:1][C:2]1[CH:7]=[CH:6][C:5]([C:8]2[CH:16]=[CH:15][CH:14]=[C:13]3[C:9]=2[CH2:10][NH:11][C:12]3=[O:17])=[CH:4][CH:3]=1.[C:18]1([CH3:27])[CH:23]=[CH:22][CH:21]=[C:20]([N:24]=[C:25]=[S:26])[CH:19]=1.O. Product: [CH3:27][C:18]1[CH:19]=[C:20]([NH:24][C:25]([NH:1][C:2]2[CH:3]=[CH:4][C:5]([C:8]3[CH:16]=[CH:15][CH:14]=[C:13]4[C:9]=3[CH2:10][NH:11][C:12]4=[O:17])=[CH:6][CH:7]=2)=[S:26])[CH:21]=[CH:22][CH:23]=1. The catalyst class is: 3. (2) Reactant: C(N1C(C)=CC(OCC2C=CC=CC=2CNC(NC2N(C3C=CC=C(F)C=3)N=C(C(C)(C)C)C=2)=O)=C(Br)C1=O)C1C=CC=CC=1.C(N(CC)CC)C.C(C1C=C(NC(=O)OC2C=CC([N+]([O-])=O)=CC=2)N(C2C=CC=C(OC)C=2)N=1)(C)(C)C.[Br:83][C:84]1[C:85](=[O:130])[N:86]([CH2:121][C:122]2[CH:127]=[CH:126][C:125](OC)=[CH:124][CH:123]=2)[C:87]([CH3:120])=[CH:88][C:89]=1[O:90][CH2:91][C:92]1[CH:119]=[CH:118][CH:117]=[CH:116][C:93]=1[CH2:94][NH:95][C:96]([NH:98][C:99]1[N:103]([C:104]2[CH:109]=[CH:108][CH:107]=[C:106]([O:110][CH3:111])[CH:105]=2)[N:102]=[C:101]([C:112]([CH3:115])([CH3:114])[CH3:113])[CH:100]=1)=[O:97]. Product: [CH2:121]([N:86]1[C:87]([CH3:120])=[CH:88][C:89]([O:90][CH2:91][C:92]2[CH:119]=[CH:118][CH:117]=[CH:116][C:93]=2[CH2:94][NH:95][C:96]([NH:98][C:99]2[N:103]([C:104]3[CH:109]=[CH:108][CH:107]=[C:106]([O:110][CH3:111])[CH:105]=3)[N:102]=[C:101]([C:112]([CH3:113])([CH3:114])[CH3:115])[CH:100]=2)=[O:97])=[C:84]([Br:83])[C:85]1=[O:130])[C:122]1[CH:127]=[CH:126][CH:125]=[CH:124][CH:123]=1. The catalyst class is: 2. (3) Reactant: [C:1]([O:5][C:6](=[O:24])[N:7]([C:9]([C:16]1[CH:21]=[CH:20][C:19]([Cl:22])=[C:18]([Cl:23])[CH:17]=1)([CH2:13][NH:14][CH3:15])[CH2:10][CH:11]=[CH2:12])[CH3:8])([CH3:4])([CH3:3])[CH3:2].[F:25][C:26]([F:32])([F:31])[CH2:27][C:28](O)=[O:29].F[P-](F)(F)(F)(F)F.N1(OC(N(C)C)=[N+](C)C)C2C=CC=CC=2N=N1.O.ON1C2C=CC=CC=2N=N1.C(N(CC)C(C)C)(C)C. Product: [C:1]([O:5][C:6](=[O:24])[N:7]([C:9]([C:16]1[CH:21]=[CH:20][C:19]([Cl:22])=[C:18]([Cl:23])[CH:17]=1)([CH2:13][N:14]([CH3:15])[C:28](=[O:29])[CH2:27][C:26]([F:32])([F:31])[F:25])[CH2:10][CH:11]=[CH2:12])[CH3:8])([CH3:2])([CH3:3])[CH3:4]. The catalyst class is: 35. (4) Reactant: [C:1]([O:5][C:6]([N:8]1[CH2:13][CH2:12][CH:11]([N:14]([C:18]([C:20]2[CH:21]=[N:22][C:23](Cl)=[N:24][CH:25]=2)=[O:19])[CH:15]2[CH2:17][CH2:16]2)[CH2:10][CH2:9]1)=[O:7])([CH3:4])([CH3:3])[CH3:2].[NH:27]1[CH:31]=[CH:30][N:29]=[CH:28]1.C(N(C(C)C)C(C)C)C.O. Product: [C:1]([O:5][C:6]([N:8]1[CH2:13][CH2:12][CH:11]([N:14]([CH:15]2[CH2:17][CH2:16]2)[C:18]([C:20]2[CH:21]=[N:22][C:23]([N:27]3[CH:31]=[CH:30][N:29]=[CH:28]3)=[N:24][CH:25]=2)=[O:19])[CH2:10][CH2:9]1)=[O:7])([CH3:4])([CH3:3])[CH3:2]. The catalyst class is: 60. (5) Reactant: [Br:1][C:2]1[CH:10]=[C:9]2[C:5]([C:6]([C:19]([OH:21])=O)=[N:7][N:8]2[CH2:11][O:12][CH2:13][CH2:14][Si:15]([CH3:18])([CH3:17])[CH3:16])=[CH:4][CH:3]=1.CN(C(O[N:30]1[N:38]=[N:37][C:32]2[CH:33]=CC=N[C:31]1=2)=[N+](C)C)C.F[P-](F)(F)(F)(F)F.C(N(C(C)C)CC)(C)C.N1C=C(N)C=N1. Product: [NH:30]1[CH:31]=[C:32]([NH:37][C:19]([C:6]2[C:5]3[C:9](=[CH:10][C:2]([Br:1])=[CH:3][CH:4]=3)[N:8]([CH2:11][O:12][CH2:13][CH2:14][Si:15]([CH3:16])([CH3:17])[CH3:18])[N:7]=2)=[O:21])[CH:33]=[N:38]1. The catalyst class is: 59. (6) Reactant: [F:1][C:2]1[CH:7]=[CH:6][C:5]([C:8]2[CH:12]=[C:11]([CH:13]3[CH2:18][CH2:17][N:16]([C:19]([O:21][C:22]([CH3:25])([CH3:24])[CH3:23])=[O:20])[CH2:15][CH2:14]3)[N:10]([CH3:26])[N:9]=2)=[CH:4][CH:3]=1.C1C(=O)N([Br:34])C(=O)C1. Product: [Br:34][C:12]1[C:8]([C:5]2[CH:6]=[CH:7][C:2]([F:1])=[CH:3][CH:4]=2)=[N:9][N:10]([CH3:26])[C:11]=1[CH:13]1[CH2:18][CH2:17][N:16]([C:19]([O:21][C:22]([CH3:23])([CH3:25])[CH3:24])=[O:20])[CH2:15][CH2:14]1. The catalyst class is: 2.